From a dataset of Full USPTO retrosynthesis dataset with 1.9M reactions from patents (1976-2016). Predict the reactants needed to synthesize the given product. (1) Given the product [Cl:1][C:2]1[CH:7]=[CH:6][CH:5]=[C:4]([Cl:8])[C:3]=1[CH2:9][CH2:10][NH:11][CH3:13], predict the reactants needed to synthesize it. The reactants are: [Cl:1][C:2]1[CH:7]=[CH:6][CH:5]=[C:4]([Cl:8])[C:3]=1[CH2:9][CH2:10][NH2:11].Cl[C:13](OCC)=O.[NH4+].[Cl-].[H-].[H-].[H-].[H-].[Li+].[Al+3].[OH-].[Na+]. (2) Given the product [CH:9]1[C:18]2[C:13](=[CH:14][CH:15]=[CH:16][CH:17]=2)[CH:12]=[CH:11][C:10]=1[O:19][CH2:20][C:21]([NH:38][CH2:39][C:40]([OH:42])=[O:41])=[O:23].[CH:24]1[C:33]2[C:28](=[CH:29][CH:30]=[CH:31][CH:32]=2)[CH:27]=[CH:26][C:25]=1[CH2:34][C:35]([NH:2][CH:6]([C:5]1[CH:18]=[CH:9][CH:10]=[CH:3][CH:4]=1)[CH2:39][C:40]([OH:42])=[O:41])=[O:37], predict the reactants needed to synthesize it. The reactants are: O[N:2]1[C:6](=O)[CH2:5][CH2:4][C:3]1=O.[CH:9]1[C:18]2[C:13](=[CH:14][CH:15]=[CH:16][CH:17]=2)[CH:12]=[CH:11][C:10]=1[O:19][CH2:20][C:21]([OH:23])=O.[CH:24]1[C:33]2[C:28](=[CH:29][CH:30]=[CH:31][CH:32]=2)[CH:27]=[CH:26][C:25]=1[CH2:34][C:35]([OH:37])=O.[NH2:38][CH2:39][C:40]([OH:42])=[O:41]. (3) Given the product [Cl:27][CH2:26][CH:25]1[C:2]2[C:11]3[CH:10]=[C:9]([S:12]([CH3:15])(=[O:13])=[O:14])[CH:8]=[CH:7][C:6]=3[CH:5]=[CH:4][C:3]=2[N:16]([C:17]([O:18][C:19]([CH3:21])([CH3:22])[CH3:20])=[O:23])[CH2:24]1, predict the reactants needed to synthesize it. The reactants are: Br[C:2]1[C:11]2[C:6](=[CH:7][CH:8]=[C:9]([S:12]([CH3:15])(=[O:14])=[O:13])[CH:10]=2)[CH:5]=[CH:4][C:3]=1[N:16]([CH2:24][CH:25]=[CH:26][Cl:27])[C:17](=[O:23])[O:18][C:19]([CH3:22])([CH3:21])[CH3:20].CCCC[SnH](CCCC)CCCC.CC(N=NC(C#N)(C)C)(C#N)C. (4) Given the product [CH2:1]([O:3][C:4](=[O:17])[CH:5]([O:15][CH3:16])[CH2:6][C:7]1[CH:12]=[CH:11][C:10]([O:13][CH2:19][CH2:20][CH2:21][O:22][C:23]2[CH:28]=[CH:27][C:26]([C:29](=[O:30])[C:31]3[CH:36]=[CH:35][CH:34]=[CH:33][CH:32]=3)=[CH:25][CH:24]=2)=[C:9]([CH3:14])[CH:8]=1)[CH3:2], predict the reactants needed to synthesize it. The reactants are: [CH2:1]([O:3][C:4](=[O:17])[CH:5]([O:15][CH3:16])[CH2:6][C:7]1[CH:12]=[CH:11][C:10]([OH:13])=[C:9]([CH3:14])[CH:8]=1)[CH3:2].Br[CH2:19][CH2:20][CH2:21][O:22][C:23]1[CH:28]=[CH:27][C:26]([C:29]([C:31]2[CH:36]=[CH:35][CH:34]=[CH:33][CH:32]=2)=[O:30])=[CH:25][CH:24]=1. (5) Given the product [Br:16][C:17]1[CH:25]=[CH:24][CH:23]=[C:22]2[C:18]=1[CH2:19][CH2:20][N:21]2[C:2]1[C:11]2[C:6](=[CH:7][C:8]([O:14][CH3:15])=[C:9]([O:12][CH3:13])[CH:10]=2)[N:5]=[CH:4][N:3]=1, predict the reactants needed to synthesize it. The reactants are: Cl[C:2]1[C:11]2[C:6](=[CH:7][C:8]([O:14][CH3:15])=[C:9]([O:12][CH3:13])[CH:10]=2)[N:5]=[CH:4][N:3]=1.[Br:16][C:17]1[CH:25]=[CH:24][CH:23]=[C:22]2[C:18]=1[CH2:19][CH2:20][NH:21]2.[I-].[Na+].C(=O)([O-])[O-].[K+].[K+]. (6) Given the product [F:53][C:39]1[CH:40]=[CH:41][C:42]([C:2]2[C:3]([CH3:17])=[N:4][C:5]([N:8]3[CH2:11][CH:10]([CH2:12][S:13]([CH3:16])(=[O:15])=[O:14])[CH2:9]3)=[CH:6][CH:7]=2)=[CH:43][C:38]=1[CH2:37][O:36][C:32]1[N:33]=[CH:34][C:35]2[C@@H:27]3[C@@H:26]([C:24]([O:23][CH2:21][CH3:22])=[O:25])[C@@H:28]3[CH2:29][C:30]=2[CH:31]=1, predict the reactants needed to synthesize it. The reactants are: Br[C:2]1[C:3]([CH3:17])=[N:4][C:5]([N:8]2[CH2:11][CH:10]([CH2:12][S:13]([CH3:16])(=[O:15])=[O:14])[CH2:9]2)=[CH:6][CH:7]=1.B([O-])[O-].[CH2:21]([O:23][C:24]([CH:26]1[CH:28]2[CH2:29][C:30]3[CH:31]=[C:32]([O:36][CH2:37][C:38]4[CH:43]=[C:42](B5OC(C)(C)C(C)(C)O5)[CH:41]=[CH:40][C:39]=4[F:53])[N:33]=[CH:34][C:35]=3[CH:27]12)=[O:25])[CH3:22].C([O-])([O-])=O.[Na+].[Na+].